From a dataset of CYP2D6 inhibition data for predicting drug metabolism from PubChem BioAssay. Regression/Classification. Given a drug SMILES string, predict its absorption, distribution, metabolism, or excretion properties. Task type varies by dataset: regression for continuous measurements (e.g., permeability, clearance, half-life) or binary classification for categorical outcomes (e.g., BBB penetration, CYP inhibition). Dataset: cyp2d6_veith. (1) The molecule is N/N=C1/CC(=O)NC(=O)N1. The result is 0 (non-inhibitor). (2) The molecule is COC(=O)c1ccc(Oc2nc(N(C)C)nc(N3CCOCC3)n2)cc1. The result is 0 (non-inhibitor). (3) The drug is COc1cccc(C(=O)NCCN2CCOCC2)c1. The result is 0 (non-inhibitor).